This data is from Full USPTO retrosynthesis dataset with 1.9M reactions from patents (1976-2016). The task is: Predict the reactants needed to synthesize the given product. The reactants are: FC(F)(F)C(O)=O.[CH2:8]([O:15][C:16](=[O:32])[CH2:17][C@@H:18]([NH2:31])[C:19]([NH:21][C@H:22]([C:27](=[O:30])[NH:28][CH3:29])[C:23]([CH3:26])([CH3:25])[CH3:24])=[O:20])[C:9]1[CH:14]=[CH:13][CH:12]=[CH:11][CH:10]=1.CO[CH:35]1[CH:39]([C:40]2[CH:45]=[CH:44][CH:43]=[CH:42][CH:41]=2)[CH2:38][CH:37](OC)O1.FC(F)(F)C(O)=O.O. Given the product [CH2:8]([O:15][C:16](=[O:32])[CH2:17][C@@H:18]([N:31]1[CH:37]=[CH:38][C:39]([C:40]2[CH:45]=[CH:44][CH:43]=[CH:42][CH:41]=2)=[CH:35]1)[C:19]([NH:21][C@H:22]([C:27](=[O:30])[NH:28][CH3:29])[C:23]([CH3:25])([CH3:26])[CH3:24])=[O:20])[C:9]1[CH:10]=[CH:11][CH:12]=[CH:13][CH:14]=1, predict the reactants needed to synthesize it.